Dataset: Forward reaction prediction with 1.9M reactions from USPTO patents (1976-2016). Task: Predict the product of the given reaction. (1) The product is: [Cl:1][C:2]1[CH:21]=[C:20]([Cl:22])[CH:19]=[CH:18][C:3]=1[O:4][CH2:5][C:6]([NH:8][C:9]1[CH:10]=[C:11]([CH:15]=[CH:16][N:17]=1)[C:12]([N:24]([CH3:25])[CH3:23])=[O:14])=[O:7]. Given the reactants [Cl:1][C:2]1[CH:21]=[C:20]([Cl:22])[CH:19]=[CH:18][C:3]=1[O:4][CH2:5][C:6]([NH:8][C:9]1[CH:10]=[C:11]([CH:15]=[CH:16][N:17]=1)[C:12]([OH:14])=O)=[O:7].[CH3:23][NH:24][CH3:25].C(Cl)CCl.C1C=CC2N(O)N=NC=2C=1.CCN(C(C)C)C(C)C, predict the reaction product. (2) Given the reactants [Cl:1][C:2]1[CH:7]=[C:6]([O:8][CH2:9][CH:10]=[C:11]([Cl:13])[Cl:12])[CH:5]=[C:4]([Cl:14])[C:3]=1[CH2:15][OH:16].[C:17]([O:21][C:22](=[O:25])[CH2:23]Br)([CH3:20])([CH3:19])[CH3:18].S([O-])([O-])(=O)=O.C([N+](CCCC)(CCCC)CCCC)CCC.C([N+](CCCC)(CCCC)CCCC)CCC.[OH-].[Na+], predict the reaction product. The product is: [C:17]([O:21][C:22](=[O:25])[CH2:23][O:16][CH2:15][C:3]1[C:2]([Cl:1])=[CH:7][C:6]([O:8][CH2:9][CH:10]=[C:11]([Cl:13])[Cl:12])=[CH:5][C:4]=1[Cl:14])([CH3:20])([CH3:19])[CH3:18].